From a dataset of NCI-60 drug combinations with 297,098 pairs across 59 cell lines. Regression. Given two drug SMILES strings and cell line genomic features, predict the synergy score measuring deviation from expected non-interaction effect. (1) Drug 1: COC1=C(C=C2C(=C1)N=CN=C2NC3=CC(=C(C=C3)F)Cl)OCCCN4CCOCC4. Drug 2: CCC1(CC2CC(C3=C(CCN(C2)C1)C4=CC=CC=C4N3)(C5=C(C=C6C(=C5)C78CCN9C7C(C=CC9)(C(C(C8N6C)(C(=O)OC)O)OC(=O)C)CC)OC)C(=O)OC)O.OS(=O)(=O)O. Cell line: HCT-15. Synergy scores: CSS=63.3, Synergy_ZIP=13.9, Synergy_Bliss=15.0, Synergy_Loewe=16.0, Synergy_HSA=15.7. (2) Cell line: OVCAR-8. Synergy scores: CSS=3.90, Synergy_ZIP=2.88, Synergy_Bliss=5.77, Synergy_Loewe=-34.5, Synergy_HSA=-1.43. Drug 1: CCCCCOC(=O)NC1=NC(=O)N(C=C1F)C2C(C(C(O2)C)O)O. Drug 2: CC1=C2C(C(=O)C3(C(CC4C(C3C(C(C2(C)C)(CC1OC(=O)C(C(C5=CC=CC=C5)NC(=O)C6=CC=CC=C6)O)O)OC(=O)C7=CC=CC=C7)(CO4)OC(=O)C)O)C)OC(=O)C. (3) Synergy scores: CSS=36.0, Synergy_ZIP=-4.77, Synergy_Bliss=3.66, Synergy_Loewe=-0.607, Synergy_HSA=2.41. Cell line: DU-145. Drug 2: C1CCC(C(C1)N)N.C(=O)(C(=O)[O-])[O-].[Pt+4]. Drug 1: C1=CC=C(C=C1)NC(=O)CCCCCCC(=O)NO. (4) Drug 1: C1CC(C1)(C(=O)O)C(=O)O.[NH2-].[NH2-].[Pt+2]. Drug 2: CC1=C(C(=CC=C1)Cl)NC(=O)C2=CN=C(S2)NC3=CC(=NC(=N3)C)N4CCN(CC4)CCO. Cell line: CAKI-1. Synergy scores: CSS=13.3, Synergy_ZIP=1.33, Synergy_Bliss=4.38, Synergy_Loewe=0.504, Synergy_HSA=2.01. (5) Drug 1: C1=C(C(=O)NC(=O)N1)N(CCCl)CCCl. Drug 2: C(CC(=O)O)C(=O)CN.Cl. Cell line: 786-0. Synergy scores: CSS=13.3, Synergy_ZIP=-14.5, Synergy_Bliss=-15.5, Synergy_Loewe=-21.0, Synergy_HSA=-13.7. (6) Drug 1: C1=C(C(=O)NC(=O)N1)N(CCCl)CCCl. Drug 2: C1=CN(C(=O)N=C1N)C2C(C(C(O2)CO)O)O.Cl. Cell line: NCI/ADR-RES. Synergy scores: CSS=29.7, Synergy_ZIP=-8.27, Synergy_Bliss=-5.81, Synergy_Loewe=-31.5, Synergy_HSA=-0.965. (7) Drug 1: COC1=CC(=CC(=C1O)OC)C2C3C(COC3=O)C(C4=CC5=C(C=C24)OCO5)OC6C(C(C7C(O6)COC(O7)C8=CC=CS8)O)O. Drug 2: CC1=CC=C(C=C1)C2=CC(=NN2C3=CC=C(C=C3)S(=O)(=O)N)C(F)(F)F. Cell line: RXF 393. Synergy scores: CSS=18.7, Synergy_ZIP=-4.62, Synergy_Bliss=-3.43, Synergy_Loewe=-30.1, Synergy_HSA=-2.27. (8) Drug 1: C1=CC(=C2C(=C1NCCNCCO)C(=O)C3=C(C=CC(=C3C2=O)O)O)NCCNCCO. Drug 2: CC1=C2C(C(=O)C3(C(CC4C(C3C(C(C2(C)C)(CC1OC(=O)C(C(C5=CC=CC=C5)NC(=O)OC(C)(C)C)O)O)OC(=O)C6=CC=CC=C6)(CO4)OC(=O)C)O)C)O. Cell line: BT-549. Synergy scores: CSS=41.4, Synergy_ZIP=-2.68, Synergy_Bliss=-2.62, Synergy_Loewe=-3.69, Synergy_HSA=2.02. (9) Drug 1: CC1C(C(CC(O1)OC2CC(CC3=C2C(=C4C(=C3O)C(=O)C5=C(C4=O)C(=CC=C5)OC)O)(C(=O)CO)O)N)O.Cl. Drug 2: C1=NC2=C(N1)C(=S)N=C(N2)N. Cell line: HOP-62. Synergy scores: CSS=18.3, Synergy_ZIP=1.83, Synergy_Bliss=0.154, Synergy_Loewe=-30.6, Synergy_HSA=-3.70. (10) Drug 1: CN(CCCl)CCCl.Cl. Cell line: CAKI-1. Drug 2: COC1=C2C(=CC3=C1OC=C3)C=CC(=O)O2. Synergy scores: CSS=27.3, Synergy_ZIP=-2.11, Synergy_Bliss=-3.51, Synergy_Loewe=-11.6, Synergy_HSA=-3.23.